From a dataset of Peptide-MHC class I binding affinity with 185,985 pairs from IEDB/IMGT. Regression. Given a peptide amino acid sequence and an MHC pseudo amino acid sequence, predict their binding affinity value. This is MHC class I binding data. (1) The peptide sequence is WEITYLGTT. The MHC is HLA-A68:02 with pseudo-sequence HLA-A68:02. The binding affinity (normalized) is 0.0847. (2) The peptide sequence is HSRRSRRSL. The MHC is HLA-B08:02 with pseudo-sequence HLA-B08:02. The binding affinity (normalized) is 0.201.